This data is from Forward reaction prediction with 1.9M reactions from USPTO patents (1976-2016). The task is: Predict the product of the given reaction. (1) Given the reactants C(OC([N:8]1[C:12]2[CH:13]=[CH:14][N:15]=[CH:16][C:11]=2[C:10]2[CH:17]=[CH:18][C:19](Cl)=[N:20][C:9]1=2)=O)(C)(C)C.[N+:22]([C:25]1[CH:30]=[CH:29][C:28](B2OC(C)(C)C(C)(C)O2)=[CH:27][N:26]=1)([O-:24])=[O:23].C([O-])([O-])=O.[K+].[K+], predict the reaction product. The product is: [N+:22]([C:25]1[N:26]=[CH:27][C:28]([C:19]2[CH:18]=[CH:17][C:10]3[C:11]4[CH:16]=[N:15][CH:14]=[CH:13][C:12]=4[NH:8][C:9]=3[N:20]=2)=[CH:29][CH:30]=1)([O-:24])=[O:23]. (2) Given the reactants [CH3:1][O:2][C:3]([CH2:5][C:6]#[N:7])=[O:4].[CH:8](=O)[CH2:9][CH:10]([CH3:12])[CH3:11].N1CCCCC1, predict the reaction product. The product is: [CH3:1][O:2][C:3](=[O:4])[C:5]([C:6]#[N:7])=[CH:8][CH2:9][CH:10]([CH3:12])[CH3:11]. (3) Given the reactants [Cl:1][C:2]1[C:3]([CH2:8][NH:9][C:10]([C@H:12]2[CH2:21][N:20]3[C@@H:15]([CH2:16][O:17][CH2:18][C:19]3=[O:22])[CH2:14][CH2:13]2)=O)=[N:4][CH:5]=[CH:6][N:7]=1.CN(C)C=O.N1C=CC=CC=1.O=P(Cl)(Cl)Cl.C(=O)(O)[O-].[Na+], predict the reaction product. The product is: [Cl:1][C:2]1[C:3]2[N:4]([C:10]([C@H:12]3[CH2:21][N:20]4[C@@H:15]([CH2:16][O:17][CH2:18][C:19]4=[O:22])[CH2:14][CH2:13]3)=[N:9][CH:8]=2)[CH:5]=[CH:6][N:7]=1. (4) Given the reactants [Br:1][C:2]1[CH:3]=[CH:4][C:5]([CH2:8][N:9]2[C:18]3[C:13](=[CH:14][CH:15]=[CH:16][CH:17]=3)/[C:12](=[N:19]/[NH:20][C:21]([O:23]C(C)(C)C)=O)/[C:11](C(OCC)=O)=[CH:10]2)=[N:6][CH:7]=1.Cl, predict the reaction product. The product is: [Br:1][C:2]1[CH:3]=[CH:4][C:5]([CH2:8][N:9]2[C:18]3[CH:17]=[CH:16][CH:15]=[CH:14][C:13]=3[C:12]3=[N:19][NH:20][C:21](=[O:23])[C:11]3=[CH:10]2)=[N:6][CH:7]=1. (5) Given the reactants [F:1][C:2]1[CH:3]=[CH:4][CH:5]=[C:6]2[C:11]=1[N:10]=[CH:9][CH:8]=[C:7]2[NH:12][C:13]([NH:15][C:16]1[CH:21]=[CH:20][CH:19]=[C:18](I)[N:17]=1)=[O:14].[O:23]1[CH2:28][CH:27]=[C:26](B2OC(C)(C)C(C)(C)O2)[CH2:25][CH2:24]1.C(=O)([O-])[O-].[Na+].[Na+], predict the reaction product. The product is: [O:23]1[CH2:24][CH:25]=[C:26]([C:18]2[N:17]=[C:16]([NH:15][C:13]([NH:12][C:7]3[C:6]4[C:11](=[C:2]([F:1])[CH:3]=[CH:4][CH:5]=4)[N:10]=[CH:9][CH:8]=3)=[O:14])[CH:21]=[CH:20][CH:19]=2)[CH2:27][CH2:28]1.